This data is from Forward reaction prediction with 1.9M reactions from USPTO patents (1976-2016). The task is: Predict the product of the given reaction. (1) Given the reactants [Cl:1][C:2]1[C:9]([CH3:10])=[C:8]([NH:11][C@@H:12]([C:16]2[O:17][C:18]([C:21]3[CH:26]=[CH:25][CH:24]=[CH:23][CH:22]=3)=[N:19][N:20]=2)[C@@H:13]([OH:15])[CH3:14])[CH:7]=[CH:6][C:3]=1[C:4]#[N:5].[CH3:27][CH2:28][CH2:29][C:30](Cl)=[O:31], predict the reaction product. The product is: [C:30]([O:15][C@@H:13]([CH3:14])[C@@H:12]([NH:11][C:8]1[CH:7]=[CH:6][C:3]([C:4]#[N:5])=[C:2]([Cl:1])[C:9]=1[CH3:10])[C:16]1[O:17][C:18]([C:21]2[CH:26]=[CH:25][CH:24]=[CH:23][CH:22]=2)=[N:19][N:20]=1)(=[O:31])[CH2:29][CH2:28][CH3:27]. (2) Given the reactants [Si:1]([O:8][CH2:9][CH:10]1[CH2:15][CH2:14][C:13]([C:17]([C:19]2[C:24](F)=[CH:23][CH:22]=[CH:21][C:20]=2[F:26])=O)([CH3:16])[CH2:12][CH2:11]1)([C:4]([CH3:7])([CH3:6])[CH3:5])([CH3:3])[CH3:2].O.[NH2:28][NH2:29].O, predict the reaction product. The product is: [Si:1]([O:8][CH2:9][CH:10]1[CH2:15][CH2:14][C:13]([C:17]2[C:19]3[C:24](=[CH:23][CH:22]=[CH:21][C:20]=3[F:26])[NH:29][N:28]=2)([CH3:16])[CH2:12][CH2:11]1)([C:4]([CH3:7])([CH3:6])[CH3:5])([CH3:3])[CH3:2]. (3) Given the reactants [CH:1]1([C:4]([C:6]2[CH:7]=[N:8][C:9]3[C:14]([C:15]=2[NH:16][C@H:17]2[CH2:22][CH2:21][C@H:20]([CH2:23][N:24]4[CH2:28][CH2:27][CH2:26][CH2:25]4)[CH2:19][CH2:18]2)=[CH:13][C:12]([C:29]2[CH:34]=[C:33]([Cl:35])[C:32]([OH:36])=[C:31]([Cl:37])[CH:30]=2)=[CH:11][CH:10]=3)=[O:5])[CH2:3][CH2:2]1.Cl.O, predict the reaction product. The product is: [ClH:35].[CH:1]1([C:4]([C:6]2[CH:7]=[N:8][C:9]3[C:14]([C:15]=2[NH:16][C@H:17]2[CH2:18][CH2:19][C@H:20]([CH2:23][N:24]4[CH2:28][CH2:27][CH2:26][CH2:25]4)[CH2:21][CH2:22]2)=[CH:13][C:12]([C:29]2[CH:34]=[C:33]([Cl:35])[C:32]([OH:36])=[C:31]([Cl:37])[CH:30]=2)=[CH:11][CH:10]=3)=[O:5])[CH2:2][CH2:3]1. (4) Given the reactants [N:1]1([C:8]2[CH:13]=[CH:12][C:11](Br)=[CH:10][C:9]=2/[CH:15]=[CH:16]/[C:17]([O:19][CH2:20][CH3:21])=[O:18])[CH2:7][CH2:6][CH2:5][CH2:4][CH2:3][CH2:2]1.[CH2:22]([O:26][CH2:27][CH2:28][O:29][C:30]1[CH:35]=[CH:34][C:33](OB(O)O)=[CH:32][CH:31]=1)[CH2:23][CH2:24][CH3:25].C(=O)([O-])[O-].[K+].[K+], predict the reaction product. The product is: [N:1]1([C:8]2[CH:13]=[CH:12][C:11]([C:33]3[CH:34]=[CH:35][C:30]([O:29][CH2:28][CH2:27][O:26][CH2:22][CH2:23][CH2:24][CH3:25])=[CH:31][CH:32]=3)=[CH:10][C:9]=2/[CH:15]=[CH:16]/[C:17]([O:19][CH2:20][CH3:21])=[O:18])[CH2:7][CH2:6][CH2:5][CH2:4][CH2:3][CH2:2]1. (5) Given the reactants CO[C:3]([C:5]1[C:6](=[O:18])[N:7]([CH3:17])[C:8]2[C:13]([C:14]=1[OH:15])=[C:12]([Cl:16])[CH:11]=[CH:10][CH:9]=2)=[O:4].[CH2:19]([NH:21][C:22]1[CH:27]=[CH:26][CH:25]=[CH:24][CH:23]=1)[CH3:20].CCCCCCC, predict the reaction product. The product is: [CH2:19]([N:21]([C:22]1[CH:27]=[CH:26][CH:25]=[CH:24][CH:23]=1)[C:3]([C:5]1[C:6](=[O:18])[N:7]([CH3:17])[C:8]2[C:13]([C:14]=1[OH:15])=[C:12]([Cl:16])[CH:11]=[CH:10][CH:9]=2)=[O:4])[CH3:20].